Dataset: Catalyst prediction with 721,799 reactions and 888 catalyst types from USPTO. Task: Predict which catalyst facilitates the given reaction. (1) Reactant: [F:1][C:2]1[CH:7]=[C:6]([N+:8]([O-])=O)[CH:5]=[CH:4][C:3]=1[N:11]1[C:15](C)=[N:14][CH:13]=[N:12]1.[CH3:17]O. Product: [F:1][C:2]1[CH:7]=[C:6]([CH:5]=[CH:4][C:3]=1[N:11]1[CH:15]=[N:14][C:13]([CH3:17])=[N:12]1)[NH2:8]. The catalyst class is: 45. (2) Reactant: [CH:1]1([C:4]2[CH:5]=[N:6][C:7]([NH:13][C:14]3[CH:15]=[C:16]4[C:20](=[C:21](/[CH:23]=[CH:24]/[CH2:25][OH:26])[CH:22]=3)[N:19]([CH3:27])[CH:18]=[CH:17]4)=[C:8]([CH:12]=2)[C:9]([OH:11])=[O:10])[CH2:3][CH2:2]1. Product: [CH:1]1([C:4]2[CH:5]=[N:6][C:7]([NH:13][C:14]3[CH:15]=[C:16]4[C:20](=[C:21]([CH2:23][CH2:24][CH2:25][OH:26])[CH:22]=3)[N:19]([CH3:27])[CH:18]=[CH:17]4)=[C:8]([CH:12]=2)[C:9]([OH:11])=[O:10])[CH2:2][CH2:3]1. The catalyst class is: 19. (3) Reactant: C(#N)C.[N:4]1[NH:5][N:6]=[N:7][C:8]=1[CH2:9][C@H:10]1[CH2:15][CH2:14][C@H:13]([O:16][C:17](=[O:24])[C:18]2[CH:23]=[CH:22][CH:21]=[CH:20][CH:19]=2)[CH2:12][CH2:11]1.[CH3:25][O:26][C:27]1[CH:34]=[CH:33][C:30]([CH2:31]Cl)=[CH:29][CH:28]=1. Product: [CH3:25][O:26][C:27]1[CH:34]=[CH:33][C:30]([CH2:31][N:6]2[N:5]=[N:4][C:8]([CH2:9][C@H:10]3[CH2:15][CH2:14][C@H:13]([O:16][C:17](=[O:24])[C:18]4[CH:19]=[CH:20][CH:21]=[CH:22][CH:23]=4)[CH2:12][CH2:11]3)=[N:7]2)=[CH:29][CH:28]=1. The catalyst class is: 66. (4) Reactant: [CH:1]([C@@H:3]1[N:7]([CH3:8])[C:6](=[O:9])[CH2:5][C@@H:4]1[C:10]1[CH:15]=[CH:14][CH:13]=[CH:12][CH:11]=1)=[O:2].C1COCC1.[C:21]1([CH3:29])[CH:26]=[CH:25][CH:24]=[C:23]([Mg]Cl)[CH:22]=1.[NH4+].[Cl-]. Product: [OH:2][C@H:1]([C:23]1[CH:24]=[CH:25][CH:26]=[C:21]([CH3:29])[CH:22]=1)[C@@H:3]1[N:7]([CH3:8])[C:6](=[O:9])[CH2:5][C@@H:4]1[C:10]1[CH:15]=[CH:14][CH:13]=[CH:12][CH:11]=1. The catalyst class is: 6. (5) Reactant: O[CH:2]([CH2:15][O:16][CH:17]([CH3:19])[CH3:18])[CH2:3][NH:4][C:5](=[O:14])[O:6][CH2:7][C:8]1[CH:13]=[CH:12][CH:11]=[CH:10][CH:9]=1.[C:20]1(=[O:30])[NH:24][C:23](=[O:25])[C:22]2=[CH:26][CH:27]=[CH:28][CH:29]=[C:21]12.C1(P(C2C=CC=CC=2)C2C=CC=CC=2)C=CC=CC=1.N(C(OC(C)C)=O)=NC(OC(C)C)=O. Product: [O:25]=[C:23]1[C:22]2[C:21](=[CH:29][CH:28]=[CH:27][CH:26]=2)[C:20](=[O:30])[N:24]1[CH:2]([CH2:15][O:16][CH:17]([CH3:19])[CH3:18])[CH2:3][NH:4][C:5](=[O:14])[O:6][CH2:7][C:8]1[CH:13]=[CH:12][CH:11]=[CH:10][CH:9]=1. The catalyst class is: 7.